Dataset: Forward reaction prediction with 1.9M reactions from USPTO patents (1976-2016). Task: Predict the product of the given reaction. (1) Given the reactants [CH3:1][C:2]1([CH3:52])[CH2:13][C:12]2[CH:11]=[C:10]3[N:5]([CH2:6][CH2:7][N:8]([C:15]4[C:20]([CH2:21][OH:22])=[C:19]([C:23]5[CH:24]=[C:25]([NH:31][C:32]6[N:37]=[CH:36][C:35]([N:38]7[CH2:43][CH2:42][N:41](C(OC(C)(C)C)=O)[CH2:40][C@@H:39]7[CH3:51])=[CH:34][CH:33]=6)[C:26]([O:29]C)=[N:27][CH:28]=5)[CH:18]=[CH:17][N:16]=4)[C:9]3=[O:14])[C:4]=2[CH2:3]1, predict the reaction product. The product is: [OH:22][CH2:21][C:20]1[C:15]([N:8]2[CH2:7][CH2:6][N:5]3[C:10](=[CH:11][C:12]4[CH2:13][C:2]([CH3:52])([CH3:1])[CH2:3][C:4]=43)[C:9]2=[O:14])=[N:16][CH:17]=[CH:18][C:19]=1[C:23]1[CH:24]=[C:25]([NH:31][C:32]2[CH:33]=[CH:34][C:35]([N:38]3[CH2:43][CH2:42][NH:41][CH2:40][C@@H:39]3[CH3:51])=[CH:36][N:37]=2)[C:26](=[O:29])[NH:27][CH:28]=1. (2) Given the reactants [N+:1]([C:4]1[CH:9]=[CH:8][C:7]([C:10]([N:12]2[CH2:16]CC[CH2:13]2)=[NH:11])=[CH:6][CH:5]=1)([O-:3])=[O:2].[CH3:17][S:18](Cl)(=[O:20])=[O:19], predict the reaction product. The product is: [CH3:13][N:12]([CH3:16])[C:10](=[N:11][S:18]([CH3:17])(=[O:20])=[O:19])[C:7]1[CH:8]=[CH:9][C:4]([N+:1]([O-:3])=[O:2])=[CH:5][CH:6]=1.